From a dataset of Forward reaction prediction with 1.9M reactions from USPTO patents (1976-2016). Predict the product of the given reaction. (1) Given the reactants [CH2:1]([N:3]1[CH2:8][C:7]([CH3:10])([CH3:9])[O:6][C:5](=[O:11])[CH:4]1[CH2:12][C:13]([OH:15])=O)[CH3:2].C(N(C(C)C)CC)(C)C.CN(C(ON1N=NC2C=CC=NC1=2)=[N+](C)C)C.F[P-](F)(F)(F)(F)F.[CH3:49][C:50]1[CH:51]=[C:52]([CH:55]=[CH:56][CH:57]=1)[CH2:53][NH2:54], predict the reaction product. The product is: [CH2:1]([N:3]1[CH2:8][C:7]([CH3:9])([CH3:10])[O:6][C:5](=[O:11])[CH:4]1[CH2:12][C:13]([NH:54][CH2:53][C:52]1[CH:55]=[CH:56][CH:57]=[C:50]([CH3:49])[CH:51]=1)=[O:15])[CH3:2]. (2) The product is: [Cl:10][C:9]1[C:4]2[CH:3]=[C:2]([C:12]#[CH:13])[S:11][C:5]=2[N:6]=[CH:7][N:8]=1. Given the reactants I[C:2]1[S:11][C:5]2[N:6]=[CH:7][N:8]=[C:9]([Cl:10])[C:4]=2[CH:3]=1.[CH2:12](N(CC)CC)[CH3:13].C[Si](C#C)(C)C.CCCC[N+](CCCC)(CCCC)CCCC.[F-], predict the reaction product. (3) Given the reactants CO[C:3]([C:5]1[CH2:9][CH2:8][CH2:7][C:6]=1[NH:10][CH2:11][C:12]([O-:14])=[O:13])=[O:4].[Na+].[S-:16][C:17]#[N:18].[Na+].O.Cl[Si](C)(C)C, predict the reaction product. The product is: [O:4]=[C:3]1[NH:18][C:17](=[S:16])[N:10]([CH2:11][C:12]([OH:14])=[O:13])[C:6]2[CH2:7][CH2:8][CH2:9][C:5]1=2. (4) Given the reactants [CH3:1][N:2]1[C:14]2[C:13]3[CH:15]=[CH:16][CH:17]=[CH:18][C:12]=3[S:11][CH2:10][C:9]=2[C:8]2[C:3]1=[CH:4][CH:5]=[C:6]([OH:19])[CH:7]=2.[C:20](Cl)([C:22]([CH3:25])([CH3:24])[CH3:23])=[O:21], predict the reaction product. The product is: [CH3:1][N:2]1[C:14]2[C:13]3[CH:15]=[CH:16][CH:17]=[CH:18][C:12]=3[S:11][CH2:10][C:9]=2[C:8]2[C:3]1=[CH:4][CH:5]=[C:6]([O:19][C:20](=[O:21])[C:22]([CH3:25])([CH3:24])[CH3:23])[CH:7]=2. (5) Given the reactants [CH3:1][C:2]([CH3:21])([CH3:20])[C:3]([N:5]1[CH2:10][CH2:9][N:8]([C:11]2[CH:16]=[CH:15][C:14]([N+:17]([O-:19])=[O:18])=[CH:13][CH:12]=2)[CH2:7][CH2:6]1)=O, predict the reaction product. The product is: [CH3:1][C:2]([CH3:21])([CH3:20])[CH2:3][N:5]1[CH2:6][CH2:7][N:8]([C:11]2[CH:16]=[CH:15][C:14]([N+:17]([O-:19])=[O:18])=[CH:13][CH:12]=2)[CH2:9][CH2:10]1. (6) Given the reactants [C:1]1([NH:7][C:8]2[CH:16]=[CH:15][C:11]([C:12]([OH:14])=O)=[CH:10][N:9]=2)[CH:6]=[CH:5][CH:4]=[CH:3][CH:2]=1.[CH3:17][C:18]1([CH3:27])[CH2:23][CH:22]([NH2:24])[CH2:21][C:20]([CH3:26])([CH3:25])[NH:19]1.CN(C(ON1N=NC2C=CC=NC1=2)=[N+](C)C)C.F[P-](F)(F)(F)(F)F.C(N(C(C)C)C(C)C)C, predict the reaction product. The product is: [C:1]1([NH:7][C:8]2[CH:16]=[CH:15][C:11]([C:12]([NH:24][CH:22]3[CH2:23][C:18]([CH3:27])([CH3:17])[NH:19][C:20]([CH3:26])([CH3:25])[CH2:21]3)=[O:14])=[CH:10][N:9]=2)[CH:2]=[CH:3][CH:4]=[CH:5][CH:6]=1.